From a dataset of Full USPTO retrosynthesis dataset with 1.9M reactions from patents (1976-2016). Predict the reactants needed to synthesize the given product. Given the product [CH:21]1([NH:26][C:2]2[N:7]3[N:8]=[C:9]([CH2:18][CH2:19][CH3:20])[C:10]([C:11]4[CH:16]=[CH:15][N:14]=[C:13]([NH:26][CH:21]5[CH2:25][CH2:24][CH2:23][CH2:22]5)[CH:12]=4)=[C:6]3[CH:5]=[CH:4][CH:3]=2)[CH2:25][CH2:24][CH2:23][CH2:22]1, predict the reactants needed to synthesize it. The reactants are: Cl[C:2]1[N:7]2[N:8]=[C:9]([CH2:18][CH2:19][CH3:20])[C:10]([C:11]3[CH:16]=[CH:15][N:14]=[C:13](F)[CH:12]=3)=[C:6]2[CH:5]=[CH:4][CH:3]=1.[CH:21]1([NH2:26])[CH2:25][CH2:24][CH2:23][CH2:22]1.